This data is from Catalyst prediction with 721,799 reactions and 888 catalyst types from USPTO. The task is: Predict which catalyst facilitates the given reaction. (1) Product: [F:23][C:2]1([F:1])[CH2:6][NH:5][C@H:4]([C:14]([NH:15][C:16]2[CH:21]=[N:20][CH:19]=[CH:18][N:17]=2)=[O:22])[CH2:3]1. Reactant: [F:1][C:2]1([F:23])[CH2:6][N:5](C(OC(C)(C)C)=O)[C@H:4]([C:14](=[O:22])[NH:15][C:16]2[CH:21]=[N:20][CH:19]=[CH:18][N:17]=2)[CH2:3]1.FC(F)(F)C(O)=O. The catalyst class is: 2. (2) Reactant: [NH:1]1[CH2:6][CH2:5][O:4][CH2:3][CH2:2]1.[F:7][C:8]1[CH:13]=[CH:12][C:11]([C:14]#[C:15][C:16]2[N:20]3[CH:21]=[CH:22][CH:23]=[CH:24][C:19]3=[N:18][C:17]=2[CH2:25][O:26][CH2:27][C:28](Cl)=[O:29])=[CH:10][CH:9]=1.O. Product: [F:7][C:8]1[CH:13]=[CH:12][C:11]([C:14]#[C:15][C:16]2[N:20]3[CH:21]=[CH:22][CH:23]=[CH:24][C:19]3=[N:18][C:17]=2[CH2:25][O:26][CH2:27][C:28]([N:1]2[CH2:6][CH2:5][O:4][CH2:3][CH2:2]2)=[O:29])=[CH:10][CH:9]=1. The catalyst class is: 4. (3) Reactant: [Br:1][C:2]1[CH:8]=[C:7]([F:9])[CH:6]=[CH:5][C:3]=1[NH2:4].[N:10]([O-])=O.[Na+].Cl[Sn]Cl.Cl. Product: [Br:1][C:2]1[CH:8]=[C:7]([F:9])[CH:6]=[CH:5][C:3]=1[NH:4][NH2:10]. The catalyst class is: 33. (4) Reactant: Cl[C:2]1[N:7]=[CH:6][C:5]2[CH:8]=[N:9][N:10]([CH:11]3[CH2:16][CH2:15][CH2:14][CH2:13][O:12]3)[C:4]=2[CH:3]=1.[CH3:17][O:18][C:19]1[CH:20]=[C:21](B2OC(C)(C)C(C)(C)O2)[CH:22]=[C:23]([O:25][CH3:26])[CH:24]=1.ClCCl.P([O-])([O-])([O-])=O.[K+].[K+].[K+]. Product: [CH3:17][O:18][C:19]1[CH:20]=[C:21]([C:2]2[N:7]=[CH:6][C:5]3[CH:8]=[N:9][N:10]([CH:11]4[CH2:16][CH2:15][CH2:14][CH2:13][O:12]4)[C:4]=3[CH:3]=2)[CH:22]=[C:23]([O:25][CH3:26])[CH:24]=1. The catalyst class is: 117. (5) Reactant: [N:1]([CH:4]([C:19]1[CH:24]=[CH:23][C:22]([Cl:25])=[CH:21][CH:20]=1)[C:5]1[N:9]([CH:10]([CH3:12])[CH3:11])[C:8](Br)=[N:7][C:6]=1[C:14]([O:16][CH2:17][CH3:18])=[O:15])=[N+:2]=[N-:3].[CH3:26][N:27]1[CH2:32][CH:31]=[C:30](B(O)O)[CH2:29][CH2:28]1. Product: [N:1]([CH:4]([C:19]1[CH:24]=[CH:23][C:22]([Cl:25])=[CH:21][CH:20]=1)[C:5]1[N:9]([CH:10]([CH3:12])[CH3:11])[C:8]([C:30]2[CH2:31][CH2:32][N:27]([CH3:26])[CH2:28][CH:29]=2)=[N:7][C:6]=1[C:14]([O:16][CH2:17][CH3:18])=[O:15])=[N+:2]=[N-:3]. The catalyst class is: 34.